From a dataset of Reaction yield outcomes from USPTO patents with 853,638 reactions. Predict the reaction yield, written as a fraction of the theoretical maximum amount of product (1.0 means a 100% yield; for example, 0.34 means a 34% yield). (1) The reactants are [F:1][C:2]1[CH:3]=[CH:4][C:5]([NH:8][NH:9][C:10]([C@:12]2([CH2:18][O:19][Si:20]([CH:27]([CH3:29])[CH3:28])([CH:24]([CH3:26])[CH3:25])[CH:21]([CH3:23])[CH3:22])[CH2:16][CH2:15][CH2:14][N:13]2[CH3:17])=O)=[N:6][CH:7]=1.C1C=CC(P(C2C=CC=CC=2)C2C=CC=CC=2)=CC=1.CCN(CC)CC.ClC(Cl)(Cl)C(Cl)(Cl)Cl. The catalyst is C1COCC1.C(Cl)Cl. The product is [F:1][C:2]1[CH:3]=[CH:4][C:5]2[N:6]([C:10]([C@:12]3([CH2:18][O:19][Si:20]([CH:27]([CH3:29])[CH3:28])([CH:24]([CH3:26])[CH3:25])[CH:21]([CH3:23])[CH3:22])[CH2:16][CH2:15][CH2:14][N:13]3[CH3:17])=[N:9][N:8]=2)[CH:7]=1. The yield is 0.410. (2) The reactants are [F:1][C:2]1[CH:7]=[C:6]([F:8])[CH:5]=[CH:4][C:3]=1[C:9]([OH:30])([CH2:24][N:25]1[CH:29]=[N:28][N:27]=[N:26]1)[C:10]([C:13]1[N:18]=[CH:17][C:16](/[CH:19]=[CH:20]/[CH:21]([OH:23])[CH3:22])=[CH:15][CH:14]=1)([F:12])[F:11]. The catalyst is CO.[Pd]. The product is [F:1][C:2]1[CH:7]=[C:6]([F:8])[CH:5]=[CH:4][C:3]=1[C:9]([OH:30])([CH2:24][N:25]1[CH:29]=[N:28][N:27]=[N:26]1)[C:10]([C:13]1[N:18]=[CH:17][C:16]([CH2:19][CH2:20][CH:21]([OH:23])[CH3:22])=[CH:15][CH:14]=1)([F:12])[F:11]. The yield is 0.510.